From a dataset of Forward reaction prediction with 1.9M reactions from USPTO patents (1976-2016). Predict the product of the given reaction. (1) Given the reactants [Br:1][C:2]1[CH:3]=[CH:4][CH:5]=[C:6]2[C:11]=1[N:10]=[C:9](Cl)[N:8]=[C:7]2[NH2:13].[C:14]([NH2:18])([CH3:17])([CH3:16])[CH3:15], predict the reaction product. The product is: [Br:1][C:2]1[CH:3]=[CH:4][CH:5]=[C:6]2[C:11]=1[N:10]=[C:9]([NH:18][C:14]([CH3:17])([CH3:16])[CH3:15])[N:8]=[C:7]2[NH2:13]. (2) Given the reactants CCOC(/N=N/C(OCC)=O)=O.[CH3:13][O:14][C:15](=[O:34])[C@H:16]([CH2:24][C:25]1[CH:30]=[C:29]([Cl:31])[C:28]([OH:32])=[C:27]([Cl:33])[CH:26]=1)[NH:17][C:18](=[O:23])[C:19]([F:22])([F:21])[F:20].[C:35]1([C:41]2[O:42][C:43]3[C:49]([CH2:50]O)=[CH:48][CH:47]=[CH:46][C:44]=3[N:45]=2)[CH:40]=[CH:39][CH:38]=[CH:37][CH:36]=1.C1(P(C2C=CC=CC=2)C2C=CC=CC=2)C=CC=CC=1, predict the reaction product. The product is: [CH3:13][O:14][C:15](=[O:34])[C@H:16]([CH2:24][C:25]1[CH:26]=[C:27]([Cl:33])[C:28]([O:32][CH2:50][C:49]2[C:43]3[O:42][C:41]([C:35]4[CH:40]=[CH:39][CH:38]=[CH:37][CH:36]=4)=[N:45][C:44]=3[CH:46]=[CH:47][CH:48]=2)=[C:29]([Cl:31])[CH:30]=1)[NH:17][C:18](=[O:23])[C:19]([F:22])([F:20])[F:21]. (3) Given the reactants C([O:8][C:9]1[C:10](=[O:35])[CH:11]=[C:12](/[CH:19]=[CH:20]/[CH:21]2[CH2:25][O:24][C:23]([CH3:27])([CH3:26])[N:22]2[C:28]([O:30][C:31]([CH3:34])([CH3:33])[CH3:32])=[O:29])[O:13][C:14]=1[C:15]([O:17][CH3:18])=[O:16])C1C=CC=CC=1, predict the reaction product. The product is: [OH:8][C:9]1[C:10](=[O:35])[CH:11]=[C:12]([CH2:19][CH2:20][CH:21]2[CH2:25][O:24][C:23]([CH3:26])([CH3:27])[N:22]2[C:28]([O:30][C:31]([CH3:34])([CH3:33])[CH3:32])=[O:29])[O:13][C:14]=1[C:15]([O:17][CH3:18])=[O:16].